Task: Regression/Classification. Given a drug SMILES string, predict its toxicity properties. Task type varies by dataset: regression for continuous values (e.g., LD50, hERG inhibition percentage) or binary classification for toxic/non-toxic outcomes (e.g., AMES mutagenicity, cardiotoxicity, hepatotoxicity). Dataset: herg_karim.. Dataset: hERG potassium channel inhibition data for cardiac toxicity prediction from Karim et al. The drug is O=C(O)CNC(=O)c1c(O)c2ccccc2n(Cc2ccccc2)c1=O. The result is 0 (non-blocker).